Dataset: Forward reaction prediction with 1.9M reactions from USPTO patents (1976-2016). Task: Predict the product of the given reaction. (1) Given the reactants [CH3:1][O:2][C:3]1[CH:8]=[CH:7][CH:6]=[CH:5][C:4]=1[N:9]1[CH2:14][CH2:13][N:12]([CH:15]([CH3:21])[CH2:16][C:17]([NH:19][NH2:20])=[O:18])[CH2:11][CH2:10]1.[CH2:22]1[CH2:27][CH2:26][CH:25]([CH2:28][N:29]=[C:30]=[O:31])[CH2:24][CH2:23]1.CCOC(C)=O, predict the reaction product. The product is: [CH:25]1([CH2:28][NH:29][C:30]([NH:20][NH:19][C:17](=[O:18])[CH2:16][CH:15]([N:12]2[CH2:11][CH2:10][N:9]([C:4]3[CH:5]=[CH:6][CH:7]=[CH:8][C:3]=3[O:2][CH3:1])[CH2:14][CH2:13]2)[CH3:21])=[O:31])[CH2:26][CH2:27][CH2:22][CH2:23][CH2:24]1. (2) Given the reactants C([O:3][C:4](=[O:18])[CH2:5][O:6][C:7]1[CH:12]=[CH:11][C:10]([Br:13])=[CH:9][C:8]=1[C:14](=O)[CH2:15]Br)C.[C:19]1([CH2:25][C:26]([NH2:28])=[O:27])[CH:24]=[CH:23][CH:22]=[CH:21][CH:20]=1, predict the reaction product. The product is: [CH2:25]([C:26]1[O:27][CH:15]=[C:14]([C:8]2[CH:9]=[C:10]([Br:13])[CH:11]=[CH:12][C:7]=2[O:6][CH2:5][C:4]([OH:3])=[O:18])[N:28]=1)[C:19]1[CH:24]=[CH:23][CH:22]=[CH:21][CH:20]=1.